From a dataset of Full USPTO retrosynthesis dataset with 1.9M reactions from patents (1976-2016). Predict the reactants needed to synthesize the given product. (1) Given the product [Br:1][CH2:17][C:15]1[CH:14]=[CH:13][C:12]([C:19]2[CH:24]=[CH:23][CH:22]=[CH:21][CH:20]=2)=[C:11]([O:10][CH3:9])[CH:16]=1, predict the reactants needed to synthesize it. The reactants are: [Br:1]N1C(=O)CCC1=O.[CH3:9][O:10][C:11]1[CH:16]=[C:15]([CH2:17]O)[CH:14]=[CH:13][C:12]=1[C:19]1[CH:24]=[CH:23][CH:22]=[CH:21][CH:20]=1.C1(P(C2C=CC=CC=2)C2C=CC=CC=2)C=CC=CC=1. (2) Given the product [N:2]1([C:23]([C:15]2[N:16]=[C:17]3[CH:22]=[CH:21][CH:20]=[N:19][N:18]3[C:14]=2[Br:13])=[O:24])[CH2:5][CH2:4][CH2:3]1, predict the reactants needed to synthesize it. The reactants are: Cl.[NH:2]1[CH2:5][CH2:4][CH2:3]1.C(N(CC)CC)C.[Br:13][C:14]1[N:18]2[N:19]=[CH:20][CH:21]=[CH:22][C:17]2=[N:16][C:15]=1[C:23](OCC)=[O:24].[Cl-].[Ca+2].[Cl-].